This data is from Full USPTO retrosynthesis dataset with 1.9M reactions from patents (1976-2016). The task is: Predict the reactants needed to synthesize the given product. The reactants are: [F:1][C:2]1[CH:3]=[CH:4][C:5](B2OC(C)(C)C(C)(C)O2)=[C:6]2[C:10]=1[C@H:9]([O:11][C:12]1[CH:25]=[CH:24][C:15]3[C@H:16]([CH2:19][C:20]([O:22][CH3:23])=[O:21])[CH2:17][O:18][C:14]=3[CH:13]=1)[CH2:8][CH2:7]2.[F:35][C:36]1[CH:41]=[CH:40][CH:39]=[C:38](I)[C:37]=1[C:43]1[N:47]([CH3:48])[N:46]=[N:45][N:44]=1.[O-]P([O-])([O-])=O.[K+].[K+].[K+]. Given the product [F:1][C:2]1[CH:3]=[CH:4][C:5]([C:38]2[CH:39]=[CH:40][CH:41]=[C:36]([F:35])[C:37]=2[C:43]2[N:47]([CH3:48])[N:46]=[N:45][N:44]=2)=[C:6]2[C:10]=1[C@H:9]([O:11][C:12]1[CH:25]=[CH:24][C:15]3[C@H:16]([CH2:19][C:20]([O:22][CH3:23])=[O:21])[CH2:17][O:18][C:14]=3[CH:13]=1)[CH2:8][CH2:7]2, predict the reactants needed to synthesize it.